This data is from NCI-60 drug combinations with 297,098 pairs across 59 cell lines. The task is: Regression. Given two drug SMILES strings and cell line genomic features, predict the synergy score measuring deviation from expected non-interaction effect. (1) Drug 1: CC1=C(C=C(C=C1)NC(=O)C2=CC=C(C=C2)CN3CCN(CC3)C)NC4=NC=CC(=N4)C5=CN=CC=C5. Drug 2: C1=CC=C(C(=C1)C(C2=CC=C(C=C2)Cl)C(Cl)Cl)Cl. Cell line: NCI-H522. Synergy scores: CSS=-1.74, Synergy_ZIP=0.264, Synergy_Bliss=0.697, Synergy_Loewe=-5.02, Synergy_HSA=-2.27. (2) Drug 1: COC1=C2C(=CC3=C1OC=C3)C=CC(=O)O2. Drug 2: C1C(C(OC1N2C=NC(=NC2=O)N)CO)O. Cell line: HCC-2998. Synergy scores: CSS=15.5, Synergy_ZIP=-7.23, Synergy_Bliss=-9.31, Synergy_Loewe=-23.7, Synergy_HSA=-8.03. (3) Drug 2: C(CN)CNCCSP(=O)(O)O. Drug 1: CNC(=O)C1=NC=CC(=C1)OC2=CC=C(C=C2)NC(=O)NC3=CC(=C(C=C3)Cl)C(F)(F)F. Synergy scores: CSS=-4.38, Synergy_ZIP=4.50, Synergy_Bliss=6.34, Synergy_Loewe=-1.03, Synergy_HSA=-1.95. Cell line: OVCAR-4. (4) Drug 1: C1CCN(CC1)CCOC2=CC=C(C=C2)C(=O)C3=C(SC4=C3C=CC(=C4)O)C5=CC=C(C=C5)O. Drug 2: C1=CC(=CC=C1C#N)C(C2=CC=C(C=C2)C#N)N3C=NC=N3. Cell line: SK-OV-3. Synergy scores: CSS=-1.40, Synergy_ZIP=1.96, Synergy_Bliss=0.863, Synergy_Loewe=-4.55, Synergy_HSA=-4.06. (5) Drug 1: COC1=C(C=C2C(=C1)N=CN=C2NC3=CC(=C(C=C3)F)Cl)OCCCN4CCOCC4. Drug 2: C1=CC=C(C(=C1)C(C2=CC=C(C=C2)Cl)C(Cl)Cl)Cl. Cell line: SK-MEL-28. Synergy scores: CSS=15.5, Synergy_ZIP=-0.734, Synergy_Bliss=4.28, Synergy_Loewe=-1.20, Synergy_HSA=4.31.